Dataset: Forward reaction prediction with 1.9M reactions from USPTO patents (1976-2016). Task: Predict the product of the given reaction. Given the reactants [OH:1][C:2]1[CH:7]=[CH:6][C:5]([C:8]2([C:14]#[N:15])[CH2:13][CH2:12][O:11][CH2:10][CH2:9]2)=[CH:4][CH:3]=1.Cl[CH2:17][CH2:18][CH:19]([N:21]1[CH2:25][CH2:24][CH2:23][CH2:22]1)[CH3:20].C([O-])([O-])=O.[K+].[K+], predict the reaction product. The product is: [N:21]1([CH:19]([CH3:20])[CH2:18][CH2:17][O:1][C:2]2[CH:7]=[CH:6][C:5]([C:8]3([C:14]#[N:15])[CH2:13][CH2:12][O:11][CH2:10][CH2:9]3)=[CH:4][CH:3]=2)[CH2:25][CH2:24][CH2:23][CH2:22]1.